This data is from Catalyst prediction with 721,799 reactions and 888 catalyst types from USPTO. The task is: Predict which catalyst facilitates the given reaction. Reactant: [CH2:1]([CH:8]1[C:14](=O)[CH2:13][CH2:12][CH2:11][CH2:10][C:9]1=[O:16])[C:2]1[CH:7]=[CH:6][CH:5]=[CH:4][CH:3]=1.[CH3:17][C:18](=[O:21])[CH:19]=[CH2:20].N1C=CC=CC=1.C(O)(=O)C. Product: [CH2:1]([C:8]12[CH2:20][CH2:19][C:18](=[O:21])[CH:17]=[C:14]1[CH2:13][CH2:12][CH2:11][CH2:10][C:9]2=[O:16])[C:2]1[CH:3]=[CH:4][CH:5]=[CH:6][CH:7]=1. The catalyst class is: 6.